The task is: Predict which catalyst facilitates the given reaction.. This data is from Catalyst prediction with 721,799 reactions and 888 catalyst types from USPTO. (1) Reactant: FC(F)(F)S([O-])(=O)=O.[N:9]1([S:14]([N:17]2[CH:21]=[CH:20][NH+:19](C)[CH2:18]2)(=[O:16])=[O:15])[CH:13]=[CH:12]N=[CH:10]1.N1CC[O:26][CH2:25]C1. Product: [N:17]1([S:14]([N:9]2[CH2:13][CH2:12][O:26][CH2:25][CH2:10]2)(=[O:16])=[O:15])[CH:21]=[CH:20][N:19]=[CH:18]1. The catalyst class is: 10. (2) Reactant: [Br:1][C:2]1[C:10]2[C:6](=[CH:7][N:8]([CH3:11])[N:9]=2)[CH:5]=[CH:4][CH:3]=1.S(Cl)([Cl:15])(=O)=O.[OH-].[Na+]. Product: [Br:1][C:2]1[C:10]2[C:6](=[C:7]([Cl:15])[N:8]([CH3:11])[N:9]=2)[CH:5]=[CH:4][CH:3]=1. The catalyst class is: 15. (3) Reactant: [OH-].[Na+].CO[C:5]([C:7]1([NH:13][C:14](=[O:22])[CH2:15][CH2:16][C:17]2[O:18][CH:19]=[CH:20][CH:21]=2)[CH2:12][CH2:11][CH2:10][CH2:9][CH2:8]1)=[O:6].CCOCC.Cl.C(N=C=NCCCN(C)C)C. Product: [O:18]1[CH:19]=[CH:20][CH:21]=[C:17]1[CH2:16][CH2:15][C:14]1[O:22][C:5](=[O:6])[C:7]2([CH2:8][CH2:9][CH2:10][CH2:11][CH2:12]2)[N:13]=1. The catalyst class is: 595. (4) Reactant: ClC(OCC(C)C)=O.[CH3:9][C:10]([CH3:30])([N:14]1[CH2:19][CH2:18][N:17]([C:20]([O:22][CH2:23][C:24]2[CH:29]=[CH:28][CH:27]=[CH:26][CH:25]=2)=[O:21])[CH2:16][CH2:15]1)[C:11](O)=[O:12].C(N(CC)CC)C. Product: [OH:12][CH2:11][C:10]([N:14]1[CH2:19][CH2:18][N:17]([C:20]([O:22][CH2:23][C:24]2[CH:25]=[CH:26][CH:27]=[CH:28][CH:29]=2)=[O:21])[CH2:16][CH2:15]1)([CH3:30])[CH3:9]. The catalyst class is: 1.